The task is: Predict the reactants needed to synthesize the given product.. This data is from Full USPTO retrosynthesis dataset with 1.9M reactions from patents (1976-2016). (1) The reactants are: [Cl:1][C:2]1[C:3]([O:12][C:13]2[CH:18]=[C:17]([O:19][CH2:20][CH2:21][O:22][CH3:23])[CH:16]=[CH:15][C:14]=2[CH2:24][CH2:25][CH2:26][NH2:27])=[N:4][CH:5]=[C:6]([C:8]([F:11])([F:10])[F:9])[CH:7]=1.N1C=CC=CC=1.[Cl:34][C:35]1[CH:40]=[CH:39][CH:38]=[CH:37][C:36]=1[S:41](Cl)(=[O:43])=[O:42].Cl. Given the product [Cl:34][C:35]1[CH:40]=[CH:39][CH:38]=[CH:37][C:36]=1[S:41]([NH:27][CH2:26][CH2:25][CH2:24][C:14]1[CH:15]=[CH:16][C:17]([O:19][CH2:20][CH2:21][O:22][CH3:23])=[CH:18][C:13]=1[O:12][C:3]1[C:2]([Cl:1])=[CH:7][C:6]([C:8]([F:9])([F:11])[F:10])=[CH:5][N:4]=1)(=[O:43])=[O:42], predict the reactants needed to synthesize it. (2) Given the product [CH3:1][C:2]1([CH3:12])[C:11]2[C:6](=[CH:7][C:8]([N+:13]([O-:15])=[O:14])=[CH:9][CH:10]=2)[NH:5][CH2:4][CH2:3]1, predict the reactants needed to synthesize it. The reactants are: [CH3:1][C:2]1([CH3:12])[C:11]2[C:6](=[CH:7][CH:8]=[CH:9][CH:10]=2)[NH:5][CH2:4][CH2:3]1.[N+:13]([O-])([O-:15])=[O:14].[K+].C([O-])([O-])=O.[Na+].[Na+]. (3) Given the product [F:31][C:20]([F:30])([O:12][C:3]1[CH:4]=[CH:5][C:6]2[C:11](=[CH:10][CH:9]=[CH:8][CH:7]=2)[C:2]=1[F:1])[C:21]([NH:23][CH2:24][C:25]1[O:26][CH:27]=[CH:28][CH:29]=1)=[O:22], predict the reactants needed to synthesize it. The reactants are: [F:1][C:2]1[C:11]2[C:6](=[CH:7][CH:8]=[CH:9][CH:10]=2)[CH:5]=[CH:4][C:3]=1[OH:12].C([O-])([O-])=O.[K+].[K+].Br[C:20]([F:31])([F:30])[C:21]([NH:23][CH2:24][C:25]1[O:26][CH:27]=[CH:28][CH:29]=1)=[O:22]. (4) Given the product [CH3:13][C:14]1[O:11][C:3]2[C:4]([C:5]([OH:7])=[O:6])=[CH:8][CH:9]=[CH:10][C:2]=2[N:1]=1, predict the reactants needed to synthesize it. The reactants are: [NH2:1][C:2]1[C:3]([OH:11])=[C:4]([CH:8]=[CH:9][CH:10]=1)[C:5]([OH:7])=[O:6].O.[C:13]1(C)C=CC(S(O)(=O)=O)=C[CH:14]=1. (5) Given the product [C:1]([O:4][C@@H:5]1[CH:22]([OH:23])[CH2:21][CH2:20][C@@:19]2([CH3:24])[C:6]1=[CH:7][CH2:8][C@@H:9]1[C@@H:18]2[CH2:17][CH2:16][C@@:14]2([CH3:15])[C@H:10]1[CH2:11][CH2:12][C@@H:13]2[OH:25])(=[O:3])[CH3:2], predict the reactants needed to synthesize it. The reactants are: [C:1]([O:4][C@@H:5]1[C:22](=[O:23])[CH2:21][CH2:20][C@@:19]2([CH3:24])[C:6]1=[CH:7][CH2:8][C@@H:9]1[C@@H:18]2[CH2:17][CH2:16][C@@:14]2([CH3:15])[C@H:10]1[CH2:11][CH2:12][C:13]2=[O:25])(=[O:3])[CH3:2].[BH4-].[Na+]. (6) Given the product [CH2:1]([N:8]1[CH2:9][CH2:10][C:24](=[O:23])[C:20]([CH3:21])([CH3:17])[CH2:13]1)[C:2]1[CH:7]=[CH:6][CH:5]=[CH:4][CH:3]=1, predict the reactants needed to synthesize it. The reactants are: [CH2:1]([N:8]1[CH2:13]CC(=O)[CH2:10][CH2:9]1)[C:2]1[CH:7]=[CH:6][CH:5]=[CH:4][CH:3]=1.[H-].[Na+].[CH3:17]I.Cl.[CH2:20]1[CH2:24][O:23]C[CH2:21]1.